From a dataset of Forward reaction prediction with 1.9M reactions from USPTO patents (1976-2016). Predict the product of the given reaction. Given the reactants Br[C:2]1[CH:3]=[C:4]([CH2:8][O:9][CH2:10][C@@H:11]2[CH2:16][O:15][C:14]3[CH:17]=[CH:18][C:19]([CH2:21][CH2:22][N:23]4[CH2:27][C@@H:26]([C:28]5[CH:39]=[CH:38][C:31]6[O:32][C:33]([CH3:37])([CH3:36])[O:34][CH2:35][C:30]=6[CH:29]=5)[O:25][C:24]4=[O:40])=[CH:20][C:13]=3[O:12]2)[CH:5]=[N:6][CH:7]=1.[CH3:41][S:42]([C:44]1[CH:49]=[CH:48][C:47](B(O)O)=[CH:46][CH:45]=1)=[O:43], predict the reaction product. The product is: [CH3:36][C:33]1([CH3:37])[O:32][C:31]2[CH:38]=[CH:39][C:28]([C@H:26]3[O:25][C:24](=[O:40])[N:23]([CH2:22][CH2:21][C:19]4[CH:18]=[CH:17][C:14]5[O:15][CH2:16][C@@H:11]([CH2:10][O:9][CH2:8][C:4]6[CH:5]=[N:6][CH:7]=[C:2]([C:47]7[CH:48]=[CH:49][C:44]([S:42]([CH3:41])=[O:43])=[CH:45][CH:46]=7)[CH:3]=6)[O:12][C:13]=5[CH:20]=4)[CH2:27]3)=[CH:29][C:30]=2[CH2:35][O:34]1.